From a dataset of Reaction yield outcomes from USPTO patents with 853,638 reactions. Predict the reaction yield, written as a fraction of the theoretical maximum amount of product (1.0 means a 100% yield; for example, 0.34 means a 34% yield). (1) The reactants are [C:1]([O:5][C:6]([N:8]1[CH2:13][CH2:12][N:11]([C:14]2[CH:15]=[N:16][C:17]([NH:20][C:21]3[N:22]=[CH:23][C:24]4[C:30]([CH3:31])=[C:29](Br)[C:28](=[O:33])[N:27]([CH:34]5[CH2:38][CH2:37][CH2:36][CH2:35]5)[C:25]=4[N:26]=3)=[CH:18][CH:19]=2)[CH2:10][C:9]1([CH3:40])[CH3:39])=[O:7])([CH3:4])([CH3:3])[CH3:2].C([Sn](CCCC)(CCCC)[C:46]([O:48][CH2:49][CH3:50])=[CH2:47])CCC. The catalyst is C1(C)C=CC=CC=1.C1C=CC([P]([Pd]([P](C2C=CC=CC=2)(C2C=CC=CC=2)C2C=CC=CC=2)([P](C2C=CC=CC=2)(C2C=CC=CC=2)C2C=CC=CC=2)[P](C2C=CC=CC=2)(C2C=CC=CC=2)C2C=CC=CC=2)(C2C=CC=CC=2)C2C=CC=CC=2)=CC=1. The product is [C:1]([O:5][C:6]([N:8]1[CH2:13][CH2:12][N:11]([C:14]2[CH:15]=[N:16][C:17]([NH:20][C:21]3[N:22]=[CH:23][C:24]4[C:30]([CH3:31])=[C:29]([C:46]([O:48][CH2:49][CH3:50])=[CH2:47])[C:28](=[O:33])[N:27]([CH:34]5[CH2:38][CH2:37][CH2:36][CH2:35]5)[C:25]=4[N:26]=3)=[CH:18][CH:19]=2)[CH2:10][C:9]1([CH3:40])[CH3:39])=[O:7])([CH3:4])([CH3:3])[CH3:2]. The yield is 0.990. (2) The reactants are C([O:4][CH2:5][C:6]1[C:7]([N:27]2[CH2:39][CH2:38][N:30]3[C:31]4[CH2:32][CH2:33][CH2:34][CH2:35][C:36]=4[CH:37]=[C:29]3[C:28]2=[O:40])=[N:8][CH:9]=[CH:10][C:11]=1[C:12]1[CH:17]=[C:16]([NH:18][C:19]2[CH:24]=[CH:23][N:22]=[CH:21][N:20]=2)[C:15](=[O:25])[N:14]([CH3:26])[CH:13]=1)(=O)C.[Li+].[OH-]. The catalyst is CC(O)C.C1COCC1.O. The product is [OH:4][CH2:5][C:6]1[C:7]([N:27]2[CH2:39][CH2:38][N:30]3[C:31]4[CH2:32][CH2:33][CH2:34][CH2:35][C:36]=4[CH:37]=[C:29]3[C:28]2=[O:40])=[N:8][CH:9]=[CH:10][C:11]=1[C:12]1[CH:17]=[C:16]([NH:18][C:19]2[CH:24]=[CH:23][N:22]=[CH:21][N:20]=2)[C:15](=[O:25])[N:14]([CH3:26])[CH:13]=1. The yield is 0.482. (3) The reactants are [Si]([O:8][CH2:9][C@@H:10]([N:14]1[C:23]2[C:18](=[CH:19][C:20]([NH:26][CH2:27][C:28]3[CH:33]=[CH:32][C:31]([CH3:34])=[CH:30][CH:29]=3)=[C:21]([O:24][CH3:25])[N:22]=2)[C:17](=[O:35])[C:16]([C:36]([O:38]CC)=[O:37])=[CH:15]1)[CH:11]([CH3:13])[CH3:12])(C(C)(C)C)(C)C.O(C)[Na].O. The catalyst is CO. The product is [OH:8][CH2:9][C@@H:10]([N:14]1[C:23]2[C:18](=[CH:19][C:20]([NH:26][CH2:27][C:28]3[CH:29]=[CH:30][C:31]([CH3:34])=[CH:32][CH:33]=3)=[C:21]([O:24][CH3:25])[N:22]=2)[C:17](=[O:35])[C:16]([C:36]([OH:38])=[O:37])=[CH:15]1)[CH:11]([CH3:13])[CH3:12]. The yield is 0.830. (4) The reactants are [O:1]1[CH:5]=[CH:4][CH:3]=[C:2]1[C:6]([C:8]1[S:12][CH:11]=[C:10]([CH2:13][C:14]([OH:16])=O)[CH:9]=1)=[O:7].[CH3:17][N:18]([CH3:22])[CH2:19][CH2:20][NH2:21].CCN=C=N[CH2:28][CH2:29][CH2:30][N:31](C)C.Cl.[CH:35]1[CH:36]=CC2N(O)N=N[C:39]=2[CH:40]=1. The catalyst is ClCCl.CN(C)C=O.O. The product is [C:30]([C:29]1[CH:28]=[CH:39][C:40]([C:11]2[S:12][C:8]([C:6]([C:2]3[O:1][CH:5]=[CH:4][CH:3]=3)=[O:7])=[CH:9][C:10]=2[CH2:13][C:14]([NH:21][CH2:20][CH2:19][N:18]([CH3:22])[CH3:17])=[O:16])=[CH:35][CH:36]=1)#[N:31]. The yield is 0.300. (5) The reactants are [Br:1][C:2]1[CH:3]=[C:4]([C:8]2([C:16]3[CH:21]=[CH:20][CH:19]=[C:18]([OH:22])[CH:17]=3)[NH:12][C:11](=[S:13])[N:10]([CH3:14])[C:9]2=[O:15])[CH:5]=[CH:6][CH:7]=1.[N:23]1([S:29](Cl)(=[O:31])=[O:30])[CH2:28][CH2:27][O:26][CH2:25][CH2:24]1. No catalyst specified. The product is [N:23]1([S:29]([O:22][C:18]2[CH:19]=[CH:20][CH:21]=[C:16]([C:8]3([C:4]4[CH:5]=[CH:6][CH:7]=[C:2]([Br:1])[CH:3]=4)[C:9](=[O:15])[N:10]([CH3:14])[C:11](=[S:13])[NH:12]3)[CH:17]=2)(=[O:31])=[O:30])[CH2:28][CH2:27][O:26][CH2:25][CH2:24]1. The yield is 0.340. (6) The reactants are F[C:2]1[CH:3]=[C:4]([C:9]2[O:13][N:12]=[C:11]([C:14]([N:16]3[CH2:21][C@H:20]([CH2:22][CH:23]([CH3:25])[CH3:24])[NH:19][C:18](=[O:26])[C@@H:17]3[CH2:27][CH:28]([CH3:30])[CH3:29])=[O:15])[CH:10]=2)[CH:5]=[CH:6][C:7]=1[F:8].C([C@@H]1NC[C@H](CC(C)C)NC1=O)C(C)C.C(OC(C1C=C(C2C=CC(F)=C([Cl:63])C=2)ON=1)=O)C. No catalyst specified. The product is [Cl:63][C:2]1[CH:3]=[C:4]([C:9]2[O:13][N:12]=[C:11]([C:14]([N:16]3[CH2:21][C@H:20]([CH2:22][CH:23]([CH3:25])[CH3:24])[NH:19][C:18](=[O:26])[C@@H:17]3[CH2:27][CH:28]([CH3:30])[CH3:29])=[O:15])[CH:10]=2)[CH:5]=[CH:6][C:7]=1[F:8]. The yield is 0.523.